From a dataset of Reaction yield outcomes from USPTO patents with 853,638 reactions. Predict the reaction yield, written as a fraction of the theoretical maximum amount of product (1.0 means a 100% yield; for example, 0.34 means a 34% yield). (1) The reactants are [OH:1][C:2]1[CH:11]=[C:10]2[C:5]([C:6]([O:12][C:13]3[CH:18]=[CH:17][C:16]([CH3:19])=[CH:15][C:14]=3[C:20]([C:22]3[CH:27]=[CH:26][CH:25]=[CH:24][CH:23]=3)=[O:21])=[CH:7][CH:8]=[N:9]2)=[CH:4][C:3]=1[O:28][CH3:29].[CH2:30]([CH:32]1[O:34][CH2:33]1)Br.C(=O)([O-])[O-].[K+].[K+].O. The catalyst is CN(C)C=O. The product is [CH3:29][O:28][C:3]1[CH:4]=[C:5]2[C:10](=[CH:11][C:2]=1[O:1][CH2:30][CH:32]1[CH2:33][O:34]1)[N:9]=[CH:8][CH:7]=[C:6]2[O:12][C:13]1[CH:18]=[CH:17][C:16]([CH3:19])=[CH:15][C:14]=1[C:20]([C:22]1[CH:23]=[CH:24][CH:25]=[CH:26][CH:27]=1)=[O:21]. The yield is 0.750. (2) The reactants are [CH2:1]=[C:2]1[CH2:11][CH2:10][C:5]2([O:9][CH2:8][CH2:7][O:6]2)[CH2:4][CH2:3]1.B1C2CCCC1CCC2.[OH-:21].[Na+].OO. The catalyst is C1COCC1.O.C(OCC)(=O)C.C(O)C. The product is [O:9]1[C:5]2([CH2:10][CH2:11][CH:2]([CH2:1][OH:21])[CH2:3][CH2:4]2)[O:6][CH2:7][CH2:8]1. The yield is 0.680. (3) The reactants are C1(C)C=CC(S(O)(=O)=O)=CC=1.[O:12]1[CH2:16][CH2:15][C@H:14]([NH2:17])[CH2:13]1.CC[NH+](CC)CC.CC[NH+](CC)CC.C([O-])([O-])=O.[Cl:36][CH2:37][CH2:38][N:39]=[C:40]=[O:41]. The catalyst is C1COCC1. The product is [Cl:36][CH2:37][CH2:38][NH:39][C:40]([NH:17][C@H:14]1[CH2:15][CH2:16][O:12][CH2:13]1)=[O:41]. The yield is 0.300. (4) The reactants are CNCCNC.C(N(C(C)C)CC)(C)C.[Na+].[C:17]1([S:23]([O-:25])=[O:24])[CH:22]=[CH:21][CH:20]=[CH:19][CH:18]=1.[F:26][C:27]1[CH:28]=[CH:29][CH:30]=[C:31]2[C:36]=1[N:35]=[CH:34][C:33](I)=[CH:32]2. The catalyst is [Cu](I)I.O.CS(C)=O. The product is [F:26][C:27]1[CH:28]=[CH:29][CH:30]=[C:31]2[C:36]=1[N:35]=[CH:34][C:33]([S:23]([C:17]1[CH:22]=[CH:21][CH:20]=[CH:19][CH:18]=1)(=[O:25])=[O:24])=[CH:32]2. The yield is 0.760. (5) The reactants are [Cl:1][C:2]1[CH:3]=[C:4](/[C:12](=[N:16]\[O:17][CH:18]2[CH2:22][CH2:21][CH2:20][CH2:19]2)/[C:13]([OH:15])=O)[CH:5]=[CH:6][C:7]=1[S:8]([CH3:11])(=[O:10])=[O:9].[CH3:23][C:24]1[S:28][C:27]([NH2:29])=[N:26][CH:25]=1.C(N(CC)C(C)C)(C)C. The catalyst is C(Cl)Cl. The product is [Cl:1][C:2]1[CH:3]=[C:4](/[C:12](=[N:16]\[O:17][CH:18]2[CH2:22][CH2:21][CH2:20][CH2:19]2)/[C:13]([NH:29][C:27]2[S:28][C:24]([CH3:23])=[CH:25][N:26]=2)=[O:15])[CH:5]=[CH:6][C:7]=1[S:8]([CH3:11])(=[O:9])=[O:10]. The yield is 0.690.